This data is from Forward reaction prediction with 1.9M reactions from USPTO patents (1976-2016). The task is: Predict the product of the given reaction. (1) Given the reactants C([O:9][CH2:10][CH2:11][O:12][CH2:13][CH2:14][N:15]1[C:23]2[C:22](Cl)=[N:21][CH:20]=[N:19][C:18]=2[CH:17]=[CH:16]1)(=O)C1C=CC=CC=1.[F:25][C:26]1[CH:27]=[C:28]([CH:40]=[CH:41][CH:42]=1)[CH2:29][N:30]1[C:38]2[C:33](=[CH:34][C:35]([NH2:39])=[CH:36][CH:37]=2)[CH:32]=[CH:31]1.CN1CCCC1=O, predict the reaction product. The product is: [F:25][C:26]1[CH:27]=[C:28]([CH:40]=[CH:41][CH:42]=1)[CH2:29][N:30]1[C:38]2[C:33](=[CH:34][C:35]([NH:39][C:22]3[C:23]4[N:15]([CH2:14][CH2:13][O:12][CH2:11][CH2:10][OH:9])[CH:16]=[CH:17][C:18]=4[N:19]=[CH:20][N:21]=3)=[CH:36][CH:37]=2)[CH:32]=[CH:31]1. (2) Given the reactants [F:1][C:2]1[CH:3]=[C:4]([C:8]2[N:9]=[C:10]([CH:18]3[CH2:23][CH2:22][CH:21]([C:24]([OH:26])=[O:25])[CH2:20][CH2:19]3)[CH:11]=[C:12]3[C:17]=2[N:16]=[CH:15][CH:14]=[CH:13]3)[CH:5]=[CH:6][CH:7]=1.O.[OH-].[Na+], predict the reaction product. The product is: [F:1][C:2]1[CH:3]=[C:4]([C:8]2[N:9]=[C:10]([C@H:18]3[CH2:19][CH2:20][C@H:21]([C:24]([OH:26])=[O:25])[CH2:22][CH2:23]3)[CH:11]=[C:12]3[C:17]=2[N:16]=[CH:15][CH:14]=[CH:13]3)[CH:5]=[CH:6][CH:7]=1. (3) Given the reactants [C:1]([O:5][C:6]([NH:8][C@H:9]1[CH2:14][CH2:13][C:12]([F:16])([F:15])[CH2:11][C@H:10]1[C:17]([O:19][CH2:20][CH3:21])=[O:18])=[O:7])([CH3:4])([CH3:3])[CH3:2].[O-]CC.[Na+], predict the reaction product. The product is: [C:1]([O:5][C:6]([NH:8][C@@H:9]1[CH2:14][CH2:13][C:12]([F:16])([F:15])[CH2:11][C@H:10]1[C:17]([O:19][CH2:20][CH3:21])=[O:18])=[O:7])([CH3:4])([CH3:3])[CH3:2]. (4) Given the reactants [NH:1]=[C:2]1[N:6]([CH2:7][C:8](O)=O)[CH2:5][CH2:4][S:3]1.P(Br)(Br)([Br:13])=O, predict the reaction product. The product is: [Br:13][C:8]1[N:1]=[C:2]2[N:6]([CH:7]=1)[CH2:5][CH2:4][S:3]2.